This data is from Catalyst prediction with 721,799 reactions and 888 catalyst types from USPTO. The task is: Predict which catalyst facilitates the given reaction. (1) Reactant: [CH2:1]([C:3]1[C:8](=[O:9])[N:7]2[N:10]=[CH:11][C:12]([C:13]#[N:14])=[C:6]2[NH:5][C:4]=1[CH:15]=[O:16])[CH3:2].[CH3:17][Mg+].[Br-]. Product: [CH2:1]([C:3]1[C:8](=[O:9])[N:7]2[N:10]=[CH:11][C:12]([C:13]#[N:14])=[C:6]2[NH:5][C:4]=1[CH:15]([OH:16])[CH3:17])[CH3:2]. The catalyst class is: 1. (2) Reactant: [C:1]1([C@H:7]2[C@@H:11]([C:12]3[CH:17]=[CH:16][CH:15]=[CH:14][CH:13]=3)[N:10]([C:18]([O:20][C:21]([CH3:24])([CH3:23])[CH3:22])=[O:19])[C:9](SC)=[N:8]2)[CH:6]=[CH:5][CH:4]=[CH:3][CH:2]=1.[CH2:27]([NH2:34])[C:28]1[CH:33]=[CH:32][CH:31]=[CH:30][CH:29]=1. The catalyst class is: 5. Product: [C:21]([O:20][C:18]([N:10]1[C@H:11]([C:12]2[CH:17]=[CH:16][CH:15]=[CH:14][CH:13]=2)[C@H:7]([C:1]2[CH:6]=[CH:5][CH:4]=[CH:3][CH:2]=2)[N:8]=[C:9]1[NH:34][CH2:27][C:28]1[CH:33]=[CH:32][CH:31]=[CH:30][CH:29]=1)=[O:19])([CH3:24])([CH3:23])[CH3:22]. (3) Reactant: [CH3:1][C:2]1([CH3:16])[C:6]([CH3:8])([CH3:7])[O:5][B:4]([C:9]2[CH:10]=[C:11]([OH:15])[CH:12]=[CH:13][CH:14]=2)[O:3]1.Cl[CH2:18][C:19]([NH:21][CH3:22])=[O:20].C([O-])([O-])=O.[K+].[K+].O. Product: [CH3:22][NH:21][C:19](=[O:20])[CH2:18][O:15][C:11]1[CH:12]=[CH:13][CH:14]=[C:9]([B:4]2[O:3][C:2]([CH3:16])([CH3:1])[C:6]([CH3:7])([CH3:8])[O:5]2)[CH:10]=1. The catalyst class is: 3. (4) Reactant: Cl.[F:2][C:3]1[CH:8]=[CH:7][C:6]([C:9](=[O:19])[CH2:10][CH2:11][CH2:12][N:13]2[CH2:18][CH2:17][O:16][CH2:15][CH2:14]2)=[CH:5][CH:4]=1.[OH-].[Na+]. Product: [F:2][C:3]1[CH:8]=[CH:7][C:6]([C:9](=[O:19])[CH2:10][CH2:11][CH2:12][N:13]2[CH2:14][CH2:15][O:16][CH2:17][CH2:18]2)=[CH:5][CH:4]=1. The catalyst class is: 6.